Dataset: Reaction yield outcomes from USPTO patents with 853,638 reactions. Task: Predict the reaction yield, written as a fraction of the theoretical maximum amount of product (1.0 means a 100% yield; for example, 0.34 means a 34% yield). The reactants are O=O.[F:3][C:4]1[CH:5]=[C:6]([S:10][C:11]2[CH:12]=[C:13]3[C:18](=[CH:19][CH:20]=2)[C:17]([C:21]([NH2:23])=[O:22])=[CH:16][CH2:15][CH2:14]3)[CH:7]=[CH:8][CH:9]=1.[H][H]. The catalyst is CO. The product is [F:3][C:4]1[CH:5]=[C:6]([S:10][C:11]2[CH:12]=[C:13]3[C:18](=[CH:19][CH:20]=2)[C@H:17]([C:21]([NH2:23])=[O:22])[CH2:16][CH2:15][CH2:14]3)[CH:7]=[CH:8][CH:9]=1. The yield is 1.00.